Dataset: Full USPTO retrosynthesis dataset with 1.9M reactions from patents (1976-2016). Task: Predict the reactants needed to synthesize the given product. (1) Given the product [Cl:1][C:2]1[CH:3]=[C:4]([NH:8][C:9]2[N:14]=[C:13]([C:15]([F:17])([F:18])[F:16])[C:12]([NH:19][S:32]([C:26]3[CH:31]=[CH:30][CH:29]=[CH:28][CH:27]=3)(=[O:34])=[O:33])=[CH:11][N:10]=2)[CH:5]=[CH:6][CH:7]=1, predict the reactants needed to synthesize it. The reactants are: [Cl:1][C:2]1[CH:3]=[C:4]([NH:8][C:9]2[N:14]=[C:13]([C:15]([F:18])([F:17])[F:16])[C:12]([NH2:19])=[CH:11][N:10]=2)[CH:5]=[CH:6][CH:7]=1.N1C=CC=CC=1.[C:26]1([S:32](Cl)(=[O:34])=[O:33])[CH:31]=[CH:30][CH:29]=[CH:28][CH:27]=1.C(=O)([O-])O.[Na+]. (2) Given the product [Cl:1][C:2]1[CH:7]=[CH:6][C:5]([CH2:8][N:9]([CH3:33])[C@H:10]2[CH2:15][CH2:14][CH2:13][CH2:12][C@@H:11]2[NH:16][C:17](=[O:32])[CH2:18][NH:19][C:20](=[O:31])[C:21]2[CH:26]=[CH:25][CH:24]=[C:23]([C:27]([F:30])([F:29])[F:28])[CH:22]=2)=[CH:4][CH:3]=1.[C:33]([NH2:41])(=[O:40])[C:34]1[CH:39]=[CH:38][CH:37]=[CH:36][CH:35]=1, predict the reactants needed to synthesize it. The reactants are: [Cl:1][C:2]1[CH:7]=[CH:6][C:5]([CH2:8][NH:9][C@H:10]2[CH2:15][CH2:14][CH2:13][CH2:12][C@@H:11]2[NH:16][C:17](=[O:32])[CH2:18][NH:19][C:20](=[O:31])[C:21]2[CH:26]=[CH:25][CH:24]=[C:23]([C:27]([F:30])([F:29])[F:28])[CH:22]=2)=[CH:4][CH:3]=1.[C:33]([NH2:41])(=[O:40])[C:34]1[CH:39]=[CH:38][CH:37]=[CH:36][CH:35]=1.C=O.C([O-])(O)=O.[Na+]. (3) Given the product [F:23][C:2]([F:1])([F:22])[C:3]1[CH:17]=[C:16]([C:18]([F:21])([F:20])[F:19])[CH:15]=[CH:14][C:4]=1[CH2:5][N:6]1[CH2:11][CH2:10][CH:9]([CH:12]=[C:33]2[S:32][C:31](=[O:34])[N:30]=[C:29]2[NH:28][CH2:27][C:26]([CH3:36])([CH3:35])[CH2:25][OH:24])[CH2:8][CH2:7]1, predict the reactants needed to synthesize it. The reactants are: [F:1][C:2]([F:23])([F:22])[C:3]1[CH:17]=[C:16]([C:18]([F:21])([F:20])[F:19])[CH:15]=[CH:14][C:4]=1[CH2:5][N:6]1[CH2:11][CH2:10][CH:9]([CH:12]=O)[CH2:8][CH2:7]1.[OH:24][CH2:25][C:26]([CH3:36])([CH3:35])[CH2:27][NH:28][C:29]1[CH2:33][S:32][C:31](=[O:34])[N:30]=1.C([O-])(=O)C.[NH2+]1CCCCC1. (4) Given the product [CH:14]([C:12]1[N:11]=[C:9]2[N:8]([CH:13]=1)[C:7]1[C:2]([CH3:1])=[CH:3][CH:4]=[CH:5][C:6]=1[S:10]2)=[O:15], predict the reactants needed to synthesize it. The reactants are: [CH3:1][C:2]1[C:7]2[N:8]3[CH:13]=[C:12]([CH2:14][OH:15])[N:11]=[C:9]3[S:10][C:6]=2[CH:5]=[CH:4][CH:3]=1. (5) Given the product [I:1][C:2]1[CH:3]=[CH:4][C:5]([CH:6]([C:8]2[S:12][C:11]([CH2:13][C:14]3[NH:18][C:17]([CH2:19][OH:20])=[CH:16][CH:15]=3)=[CH:10][CH:9]=2)[OH:7])=[CH:21][CH:22]=1, predict the reactants needed to synthesize it. The reactants are: [I:1][C:2]1[CH:22]=[CH:21][C:5]([C:6]([C:8]2[S:12][C:11]([CH2:13][C:14]3[NH:18][C:17]([CH:19]=[O:20])=[CH:16][CH:15]=3)=[CH:10][CH:9]=2)=[O:7])=[CH:4][CH:3]=1.[BH4-].[Na+].O.[O-2].[Al+3].[O-2].[O-2].[Al+3]. (6) Given the product [C:13]([O:16][CH2:2][CH:3]1[O:12][CH2:11][CH:6]2[CH2:7][O:8][CH2:9][CH2:10][N:5]2[CH2:4]1)(=[O:15])[CH3:14], predict the reactants needed to synthesize it. The reactants are: Cl[CH2:2][C@@H:3]1[O:12][CH2:11][C@@H:6]2[CH2:7][O:8][CH2:9][CH2:10][N:5]2[CH2:4]1.[C:13]([O-:16])(=[O:15])[CH3:14].[K+].